From a dataset of CYP3A4 inhibition data for predicting drug metabolism from PubChem BioAssay. Regression/Classification. Given a drug SMILES string, predict its absorption, distribution, metabolism, or excretion properties. Task type varies by dataset: regression for continuous measurements (e.g., permeability, clearance, half-life) or binary classification for categorical outcomes (e.g., BBB penetration, CYP inhibition). Dataset: cyp3a4_veith. (1) The drug is CCCC[C@@H]1C[C@H]1C(NC(=O)c1cccs1)c1ccc(Cl)cc1. The result is 1 (inhibitor). (2) The molecule is CCCCCCC[n+]1ccc(-c2cc[n+](CCCCCCC)cc2)cc1. The result is 0 (non-inhibitor). (3) The drug is COC(=O)[C@@]1(Cc2ccc(F)cc2)[C@H]2c3cc(C(=O)N4CCCC4)n(CCc4c[nH]c5cc(F)ccc45)c3C[C@H]2CN1C(=O)c1ccccc1. The result is 1 (inhibitor). (4) The compound is CCn1c2ccccc2c2cc(NC(=O)C/C(C)=N/NC(=O)c3ccccc3N)ccc21. The result is 1 (inhibitor). (5) The compound is Clc1ccc(CSc2nnc(-c3cccnc3)o2)cc1. The result is 1 (inhibitor).